Dataset: Catalyst prediction with 721,799 reactions and 888 catalyst types from USPTO. Task: Predict which catalyst facilitates the given reaction. (1) Reactant: Br[C:2]1[CH:3]=[C:4]2[C:9](=[CH:10][CH:11]=1)[N:8]=[C:7]([O:12][CH3:13])[C:6]([C:14](N1CCCC1)=[O:15])=[C:5]2[Cl:21].[CH3:22][C:23]1[C:28]([C:29]([C:31]2[N:35]([CH3:36])[N:34]=[N:33][CH:32]=2)=[O:30])=[CH:27][CH:26]=[C:25]([CH3:37])[N:24]=1.[Li]CCCC.[NH4+].[Cl-].C1C[O:48]CC1. Product: [Cl:21][C:5]1[C:4]2[C:9](=[CH:10][CH:11]=[C:2]([C:29]([C:28]3[C:23]([CH3:22])=[N:24][C:25]([CH3:37])=[CH:26][CH:27]=3)([OH:30])[C:31]3[N:35]([CH3:36])[N:34]=[N:33][CH:32]=3)[CH:3]=2)[N:8]=[C:7]([O:12][CH3:13])[C:6]=1[C:14]([OH:15])=[O:48]. The catalyst class is: 161. (2) Product: [ClH:28].[ClH:28].[NH2:10][C:9]([C:6]1[CH:7]=[CH:8][C:3]([C:1]#[N:2])=[C:4]([F:27])[CH:5]=1)([C:17]1[N:18]([C:22]#[C:23][CH:24]2[CH2:25][CH2:26]2)[CH:19]=[N:20][CH:21]=1)[CH3:29]. The catalyst class is: 12. Reactant: [C:1]([C:3]1[CH:8]=[CH:7][C:6]([C:9]([C:17]2[N:18]([C:22]#[C:23][CH:24]3[CH2:26][CH2:25]3)[CH:19]=[N:20][CH:21]=2)=[N:10]S(CC(C)C)=O)=[CH:5][C:4]=1[F:27])#[N:2].[ClH:28].[CH3:29]O. (3) Reactant: Br[C:2]1[C:3]([O:12][CH3:13])=[CH:4][C:5]([O:10][CH3:11])=[C:6]([CH:9]=1)[CH:7]=[O:8].[S:14]1[C:18](B(O)O)=[CH:17][C:16]2[CH:22]=[CH:23][CH:24]=[CH:25][C:15]1=2. The catalyst class is: 1. Product: [S:14]1[C:18]([C:2]2[C:3]([O:12][CH3:13])=[CH:4][C:5]([O:10][CH3:11])=[C:6]([CH:9]=2)[CH:7]=[O:8])=[CH:17][C:16]2[CH:22]=[CH:23][CH:24]=[CH:25][C:15]1=2.